Regression. Given two drug SMILES strings and cell line genomic features, predict the synergy score measuring deviation from expected non-interaction effect. From a dataset of NCI-60 drug combinations with 297,098 pairs across 59 cell lines. (1) Drug 1: CN1CCC(CC1)COC2=C(C=C3C(=C2)N=CN=C3NC4=C(C=C(C=C4)Br)F)OC. Drug 2: C1=NC(=NC(=O)N1C2C(C(C(O2)CO)O)O)N. Cell line: BT-549. Synergy scores: CSS=2.37, Synergy_ZIP=-2.22, Synergy_Bliss=3.21, Synergy_Loewe=-4.51, Synergy_HSA=0.752. (2) Drug 1: CC(C)(C#N)C1=CC(=CC(=C1)CN2C=NC=N2)C(C)(C)C#N. Drug 2: CC1=C(C=C(C=C1)C(=O)NC2=CC(=CC(=C2)C(F)(F)F)N3C=C(N=C3)C)NC4=NC=CC(=N4)C5=CN=CC=C5. Cell line: SNB-19. Synergy scores: CSS=4.21, Synergy_ZIP=5.74, Synergy_Bliss=4.34, Synergy_Loewe=-2.63, Synergy_HSA=-3.78. (3) Drug 1: CCC1=CC2CC(C3=C(CN(C2)C1)C4=CC=CC=C4N3)(C5=C(C=C6C(=C5)C78CCN9C7C(C=CC9)(C(C(C8N6C)(C(=O)OC)O)OC(=O)C)CC)OC)C(=O)OC.C(C(C(=O)O)O)(C(=O)O)O. Drug 2: C1CCC(CC1)NC(=O)N(CCCl)N=O. Cell line: PC-3. Synergy scores: CSS=45.7, Synergy_ZIP=-6.72, Synergy_Bliss=-5.06, Synergy_Loewe=-5.28, Synergy_HSA=-3.72. (4) Drug 1: C1=C(C(=O)NC(=O)N1)F. Drug 2: C1CN(P(=O)(OC1)NCCCl)CCCl. Cell line: NCI-H322M. Synergy scores: CSS=39.5, Synergy_ZIP=4.86, Synergy_Bliss=3.47, Synergy_Loewe=-7.37, Synergy_HSA=3.19. (5) Drug 1: C1=CC=C(C(=C1)C(C2=CC=C(C=C2)Cl)C(Cl)Cl)Cl. Drug 2: C1CN(P(=O)(OC1)NCCCl)CCCl. Cell line: SF-295. Synergy scores: CSS=3.12, Synergy_ZIP=-3.18, Synergy_Bliss=-8.23, Synergy_Loewe=-8.44, Synergy_HSA=-8.59. (6) Drug 1: C1=NC2=C(N=C(N=C2N1C3C(C(C(O3)CO)O)F)Cl)N. Drug 2: C1=NNC2=C1C(=O)NC=N2. Cell line: UACC-257. Synergy scores: CSS=2.70, Synergy_ZIP=-0.428, Synergy_Bliss=-0.264, Synergy_Loewe=0.678, Synergy_HSA=0.211. (7) Drug 1: CC1=C(C=C(C=C1)NC(=O)C2=CC=C(C=C2)CN3CCN(CC3)C)NC4=NC=CC(=N4)C5=CN=CC=C5. Drug 2: CC1CCC2CC(C(=CC=CC=CC(CC(C(=O)C(C(C(=CC(C(=O)CC(OC(=O)C3CCCCN3C(=O)C(=O)C1(O2)O)C(C)CC4CCC(C(C4)OC)OCCO)C)C)O)OC)C)C)C)OC. Cell line: SK-MEL-28. Synergy scores: CSS=-20.0, Synergy_ZIP=0.312, Synergy_Bliss=-11.7, Synergy_Loewe=-25.8, Synergy_HSA=-25.5.